From a dataset of Aqueous solubility values for 9,982 compounds from the AqSolDB database. Regression/Classification. Given a drug SMILES string, predict its absorption, distribution, metabolism, or excretion properties. Task type varies by dataset: regression for continuous measurements (e.g., permeability, clearance, half-life) or binary classification for categorical outcomes (e.g., BBB penetration, CYP inhibition). For this dataset (solubility_aqsoldb), we predict Y. (1) The compound is CCCN(CCC)S(=O)(=O)c1ccc(C(=O)O)cc1. The Y is -4.02 log mol/L. (2) The drug is COc1ccc(CC2NC(=O)N(C(C)C(=O)O)C2=O)cc1. The Y is -0.860 log mol/L. (3) The drug is CC(=O)OC(C(=O)O)c1ccccc1. The Y is -1.23 log mol/L. (4) The drug is [Cu+].[Cu+].[SH-2]. The Y is -4.20 log mol/L. (5) The drug is O=[Mo]=O. The Y is -3.74 log mol/L. (6) The drug is CCS(=O)(=O)Oc1ccc2c(c1)C(C)(C)CO2. The Y is -2.99 log mol/L. (7) The drug is O=C1C=CC(=O)N1c1ccccc1. The Y is -2.33 log mol/L.